From a dataset of Catalyst prediction with 721,799 reactions and 888 catalyst types from USPTO. Predict which catalyst facilitates the given reaction. (1) Reactant: [OH:1][C:2]1([C@H:5]2[CH2:9][O:8]C(C)(C)[N:6]2[C:12]([O:14][CH2:15][C:16]2[CH:21]=[CH:20][CH:19]=[CH:18][CH:17]=2)=[O:13])[CH2:4][CH2:3]1.CC1C=CC(S([O-])(=O)=O)=CC=1.[NH+]1C=CC=CC=1.C(=O)([O-])O.[Na+]. Product: [CH2:15]([O:14][C:12](=[O:13])[NH:6][C@@H:5]([C:2]1([OH:1])[CH2:3][CH2:4]1)[CH2:9][OH:8])[C:16]1[CH:17]=[CH:18][CH:19]=[CH:20][CH:21]=1. The catalyst class is: 5. (2) Reactant: [F:1][C:2]([F:16])([F:15])[C:3]([NH:5][C@H:6]([CH3:14])[CH2:7][C:8]1[CH:13]=[CH:12][CH:11]=[CH:10][CH:9]=1)=[O:4].S(=O)(=O)(O)O.II.O.O.[I:26](O)(=O)(=O)=O. Product: [F:1][C:2]([F:15])([F:16])[C:3]([NH:5][C@H:6]([CH3:14])[CH2:7][C:8]1[CH:13]=[CH:12][C:11]([I:26])=[CH:10][CH:9]=1)=[O:4]. The catalyst class is: 86. (3) Reactant: C([N:8]1[CH2:12][CH2:11][C:10]([C:27]2[CH:32]=[CH:31][C:30]([C:33]([F:42])([C:38]([F:41])([F:40])[F:39])[C:34]([F:37])([F:36])[F:35])=[CH:29][CH:28]=2)([S:13]([C:16]2[CH:17]=[C:18]([C:22]3([OH:26])[CH2:25][CH2:24][CH2:23]3)[CH:19]=[CH:20][CH:21]=2)(=[O:15])=[O:14])[CH2:9]1)C1C=CC=CC=1.Cl. Product: [F:37][C:34]([F:35])([F:36])[C:33]([F:42])([C:30]1[CH:31]=[CH:32][C:27]([C:10]2([S:13]([C:16]3[CH:17]=[C:18]([C:22]4([OH:26])[CH2:25][CH2:24][CH2:23]4)[CH:19]=[CH:20][CH:21]=3)(=[O:15])=[O:14])[CH2:11][CH2:12][NH:8][CH2:9]2)=[CH:28][CH:29]=1)[C:38]([F:41])([F:40])[F:39]. The catalyst class is: 563. (4) Product: [CH:1]1([CH2:4][O:5][C:6]2[CH:7]=[C:8]([CH:14]([N:20]3[C:31](=[O:30])[C:26]4[C:27](=[CH:33][CH:34]=[CH:35][C:25]=4[NH:24][C:21](=[O:23])[CH3:22])[C:28]3=[O:29])[CH2:15][S:16]([CH3:19])(=[O:17])=[O:18])[CH:9]=[CH:10][C:11]=2[O:12][CH3:13])[CH2:3][CH2:2]1. The catalyst class is: 15. Reactant: [CH:1]1([CH2:4][O:5][C:6]2[CH:7]=[C:8]([CH:14]([NH2:20])[CH2:15][S:16]([CH3:19])(=[O:18])=[O:17])[CH:9]=[CH:10][C:11]=2[O:12][CH3:13])[CH2:3][CH2:2]1.[C:21]([NH:24][C:25]1[CH:35]=[CH:34][CH:33]=[C:27]2[C:28]([O:30][C:31](=O)[C:26]=12)=[O:29])(=[O:23])[CH3:22].C([O-])(=O)C.[Na+]. (5) Reactant: [F:1][CH2:2][CH2:3][O:4][C:5]1[CH:6]=[CH:7][C:8]([N+:19]([O-:21])=[O:20])=[C:9]([CH2:11][C:12](=[O:18])C(OCC)=O)[CH:10]=1.[OH:22]O.Cl. Product: [F:1][CH2:2][CH2:3][O:4][C:5]1[CH:6]=[CH:7][C:8]([N+:19]([O-:21])=[O:20])=[C:9]([CH2:11][C:12]([OH:18])=[O:22])[CH:10]=1. The catalyst class is: 611. (6) Product: [CH:4]1([NH:10][C:11]2[CH:20]=[C:19]3[C:14]([C:15](=[O:36])[N:16]([CH2:27][CH2:28][N:29]([CH2:30][C:31]([O:33][CH2:34][CH3:35])=[O:32])[C:46]([O:48][CH3:49])=[O:47])[C:17](=[O:26])[N:18]3[CH:21]3[CH2:25][CH2:24][CH2:23][CH2:22]3)=[CH:13][C:12]=2[F:37])[CH2:9][CH2:8][CH2:7][CH2:6][CH2:5]1. The catalyst class is: 6. Reactant: ClCCl.[CH:4]1([NH:10][C:11]2[CH:20]=[C:19]3[C:14]([C:15](=[O:36])[N:16]([CH2:27][CH2:28][NH:29][CH2:30][C:31]([O:33][CH2:34][CH3:35])=[O:32])[C:17](=[O:26])[N:18]3[CH:21]3[CH2:25][CH2:24][CH2:23][CH2:22]3)=[CH:13][C:12]=2[F:37])[CH2:9][CH2:8][CH2:7][CH2:6][CH2:5]1.C(N(CC)CC)C.Cl[C:46]([O:48][CH3:49])=[O:47].